Dataset: Reaction yield outcomes from USPTO patents with 853,638 reactions. Task: Predict the reaction yield, written as a fraction of the theoretical maximum amount of product (1.0 means a 100% yield; for example, 0.34 means a 34% yield). (1) The catalyst is C(O)(=O)C. The yield is 0.450. The product is [CH3:1][O:2][CH2:3][C:4]1[NH:5][C:6]([NH:9][CH:11]([CH3:10])[CH2:12][CH3:13])=[N:7][N:8]=1. The reactants are [CH3:1][O:2][CH2:3][C:4]1[NH:5][C:6]([NH2:9])=[N:7][N:8]=1.[CH3:10][C:11](=O)[CH2:12][CH3:13].C([BH3-])#N.[Na+].O. (2) The reactants are C(OC(=O)[N:7]([CH:29]([CH3:31])[CH3:30])[CH2:8][C:9](=[O:28])[NH:10][CH2:11][C:12]1[CH:17]=[C:16]([C:18]2[CH:23]=[CH:22][C:21]([C:24]([F:27])([F:26])[F:25])=[CH:20][CH:19]=2)[N:15]=[CH:14][N:13]=1)(C)(C)C.O1CCOCC1. The catalyst is Cl. The product is [CH:29]([NH:7][CH2:8][C:9]([NH:10][CH2:11][C:12]1[CH:17]=[C:16]([C:18]2[CH:19]=[CH:20][C:21]([C:24]([F:26])([F:27])[F:25])=[CH:22][CH:23]=2)[N:15]=[CH:14][N:13]=1)=[O:28])([CH3:31])[CH3:30]. The yield is 1.01. (3) The reactants are [CH2:1]([C:5]1[N:6]([CH2:15][C:16]2[CH:21]=[CH:20][C:19]([C:22]3[C:23]([C:28]#[N:29])=[CH:24][CH:25]=[CH:26][CH:27]=3)=[CH:18][CH:17]=2)[C:7](=[O:14])[C:8]([CH:12]=[O:13])=[C:9]([CH3:11])[N:10]=1)[CH2:2][CH2:3][CH3:4].[C:30]1([Mg]Br)[CH:35]=[CH:34][CH:33]=[CH:32][CH:31]=1.[Cl-].[NH4+]. The catalyst is O1CCCC1.C(OCC)(=O)C. The product is [CH2:1]([C:5]1[N:6]([CH2:15][C:16]2[CH:17]=[CH:18][C:19]([C:22]3[C:23]([C:28]#[N:29])=[CH:24][CH:25]=[CH:26][CH:27]=3)=[CH:20][CH:21]=2)[C:7](=[O:14])[C:8]([CH:12]([OH:13])[C:30]2[CH:35]=[CH:34][CH:33]=[CH:32][CH:31]=2)=[C:9]([CH3:11])[N:10]=1)[CH2:2][CH2:3][CH3:4]. The yield is 0.460. (4) The reactants are [F:1][C:2]([C:5]1[CH:9]=[C:8]([NH:10][C:11](=[O:20])OC2C=CC(Cl)=CC=2)[O:7][N:6]=1)([CH3:4])[CH3:3].[CH3:21][O:22][C:23]1[CH:24]=[C:25]2[C:30](=[CH:31][C:32]=1[O:33][CH3:34])[N:29]=[CH:28][N:27]=[C:26]2[O:35][C:36]1[C:37]([F:43])=[C:38]([CH:40]=[CH:41][CH:42]=1)[NH2:39]. The catalyst is C1COCC1. The product is [CH3:21][O:22][C:23]1[CH:24]=[C:25]2[C:30](=[CH:31][C:32]=1[O:33][CH3:34])[N:29]=[CH:28][N:27]=[C:26]2[O:35][C:36]1[C:37]([F:43])=[C:38]([NH:39][C:11]([NH:10][C:8]2[O:7][N:6]=[C:5]([C:2]([F:1])([CH3:3])[CH3:4])[CH:9]=2)=[O:20])[CH:40]=[CH:41][CH:42]=1. The yield is 0.640. (5) The reactants are [CH3:1][O:2][C:3]1[CH:8]=[CH:7][C:6](/[CH:9]=[CH:10]/[CH2:11][C:12]([OH:14])=O)=[CH:5][CH:4]=1.[B-](F)(F)(F)F.CN([C:23]([O:27][N:28]1N=NC2[C:29]1=CC=CC=2)=[N+](C)C)C.CCN(CC)CC. The catalyst is CN(C=O)C.O. The product is [CH3:23][O:27][N:28]([CH3:29])[C:12](=[O:14])[CH2:11]/[CH:10]=[CH:9]/[C:6]1[CH:5]=[CH:4][C:3]([O:2][CH3:1])=[CH:8][CH:7]=1. The yield is 0.296. (6) The reactants are [F:1][C:2]1[CH:7]=[CH:6][C:5]([N+:8]([O-:10])=[O:9])=[CH:4][C:3]=1[C:11](=O)[CH2:12][CH3:13].[C:15]([S@:19]([NH2:21])=[O:20])([CH3:18])([CH3:17])[CH3:16]. The catalyst is C1COCC1.[Cl-].[Na+].O.[O-]CC.[Ti+4].[O-]CC.[O-]CC.[O-]CC. The product is [F:1][C:2]1[CH:7]=[CH:6][C:5]([N+:8]([O-:10])=[O:9])=[CH:4][C:3]=1/[C:11](=[N:21]/[S@@:19]([C:15]([CH3:18])([CH3:17])[CH3:16])=[O:20])/[CH2:12][CH3:13]. The yield is 0.780. (7) The product is [C:1]([O:5][C:6](=[O:7])[C:8]1[CH:13]=[CH:12][CH:11]=[C:10]([C:14]2[C:19]([CH3:20])=[CH:18][CH:17]=[C:16]([NH2:22])[N:15]=2)[CH:9]=1)([CH3:4])([CH3:3])[CH3:2]. The yield is 0.530. The reactants are [C:1]([O:5][C:6]([C:8]1[CH:9]=[C:10]([C:14]2[C:19]([CH3:20])=[CH:18][CH:17]=[CH:16][N+:15]=2[O-])[CH:11]=[CH:12][CH:13]=1)=[O:7])([CH3:4])([CH3:3])[CH3:2].[N:22]1C=CC=CC=1.CS(OS(C)(=O)=O)(=O)=O.C(CN)O. The catalyst is C(#N)C.O. (8) The reactants are [Cl:1][C:2]1[CH:3]=[C:4]2[C:12](=[C:13]([N+:16]([O-:18])=[O:17])[C:14]=1F)[NH:11][C:10]1[CH:9]=[N:8][CH:7]=[CH:6][C:5]2=1.Cl.[CH3:20][N:21]([CH3:25])[CH2:22][CH2:23][SH:24].C([Li])CCC.O. The catalyst is CN(C=O)C. The product is [Cl:1][C:2]1[CH:3]=[C:4]2[C:12](=[C:13]([N+:16]([O-:18])=[O:17])[C:14]=1[S:24][CH2:23][CH2:22][N:21]([CH3:25])[CH3:20])[NH:11][C:10]1[CH:9]=[N:8][CH:7]=[CH:6][C:5]2=1. The yield is 0.830. (9) The reactants are Br[C:2]1[N:3]=[C:4]([NH:15][CH2:16][CH2:17][CH:18]2[CH2:23][CH2:22][O:21][CH2:20][CH2:19]2)[C:5]([NH:8][CH2:9][C:10]([O:12]CC)=O)=[N:6][CH:7]=1.Br[C:25]1[C:26]([NH:32][CH2:33][C:34](OCC)=O)=[N:27][CH:28]=[C:29](Br)N=1.O1CCC(CCN)C[CH2:40]1. The catalyst is CS(C)=O. The product is [NH:27]1[C:26]2=[N:32][CH:33]=[C:34]([C:2]3[N:3]=[C:4]4[N:15]([CH2:16][CH2:17][CH:18]5[CH2:19][CH2:20][O:21][CH2:22][CH2:23]5)[C:10](=[O:12])[CH2:9][NH:8][C:5]4=[N:6][CH:7]=3)[CH:40]=[C:25]2[CH:29]=[CH:28]1. The yield is 0.440. (10) The reactants are [CH2:1]([C:5]1([CH3:34])[C:14]2[C:9](=[CH:10][CH:11]=[CH:12][CH:13]=2)[C:8]([OH:15])=[C:7]([C:16]2[NH:21][C:20]3[CH:22]=[CH:23][C:24]([NH:26][S:27]([CH3:30])(=[O:29])=[O:28])=[CH:25][C:19]=3[S:18](=[O:32])(=[O:31])[N:17]=2)[C:6]1=[O:33])[CH2:2][CH2:3][CH3:4].[OH-].[Na+:36]. The yield is 0.930. The product is [CH2:1]([C:5]1([CH3:34])[C:14]2[C:9](=[CH:10][CH:11]=[CH:12][CH:13]=2)[C:8]([O-:15])=[C:7]([C:16]2[NH:21][C:20]3[CH:22]=[CH:23][C:24]([NH:26][S:27]([CH3:30])(=[O:29])=[O:28])=[CH:25][C:19]=3[S:18](=[O:32])(=[O:31])[N:17]=2)[C:6]1=[O:33])[CH2:2][CH2:3][CH3:4].[Na+:36]. The catalyst is O.